From a dataset of Forward reaction prediction with 1.9M reactions from USPTO patents (1976-2016). Predict the product of the given reaction. (1) Given the reactants [C:1]([Mg]Br)#[CH:2].[CH2:5]([O:12][C@@H:13]1[C@@H:18]([O:19][CH2:20][C:21]2[CH:26]=[CH:25][CH:24]=[CH:23][CH:22]=2)[CH:17]([O:27][CH2:28][C:29]2[CH:34]=[CH:33][CH:32]=[CH:31][CH:30]=2)[C@@H:16]([O:35][CH2:36][C:37]2[CH:42]=[CH:41][CH:40]=[CH:39][CH:38]=2)[C@H:15]([O:43][CH2:44][C:45]2[CH:50]=[CH:49][CH:48]=[CH:47][CH:46]=2)[C:14]1=[O:51])[C:6]1[CH:11]=[CH:10][CH:9]=[CH:8][CH:7]=1, predict the reaction product. The product is: [CH2:44]([O:43][C@@H:15]1[C@@H:16]([O:35][CH2:36][C:37]2[CH:42]=[CH:41][CH:40]=[CH:39][CH:38]=2)[CH:17]([O:27][CH2:28][C:29]2[CH:34]=[CH:33][CH:32]=[CH:31][CH:30]=2)[C@@H:18]([O:19][CH2:20][C:21]2[CH:22]=[CH:23][CH:24]=[CH:25][CH:26]=2)[C@H:13]([O:12][CH2:5][C:6]2[CH:7]=[CH:8][CH:9]=[CH:10][CH:11]=2)[C:14]1([C:1]#[CH:2])[OH:51])[C:45]1[CH:50]=[CH:49][CH:48]=[CH:47][CH:46]=1. (2) Given the reactants C([O:4][CH:5]1[C:9]2[N:10]=[CH:11][N:12]=[C:13]([N:14]3[CH2:19][CH2:18][N:17]([C:20]([O:22][C:23]([CH3:26])([CH3:25])[CH3:24])=[O:21])[CH2:16][CH2:15]3)[C:8]=2[C@H:7]([CH3:27])[CH2:6]1)(=O)C.[Li+].[OH-].O.CO, predict the reaction product. The product is: [OH:4][CH:5]1[C:9]2[N:10]=[CH:11][N:12]=[C:13]([N:14]3[CH2:19][CH2:18][N:17]([C:20]([O:22][C:23]([CH3:26])([CH3:25])[CH3:24])=[O:21])[CH2:16][CH2:15]3)[C:8]=2[C@H:7]([CH3:27])[CH2:6]1. (3) Given the reactants [Br:1][C:2]1[CH:7]=[CH:6][C:5]([S:8](Cl)(=[O:10])=[O:9])=[C:4]([O:12][C:13]([F:16])([F:15])[F:14])[CH:3]=1.[CH3:17][NH:18][CH3:19], predict the reaction product. The product is: [Br:1][C:2]1[CH:7]=[CH:6][C:5]([S:8]([N:18]([CH3:19])[CH3:17])(=[O:10])=[O:9])=[C:4]([O:12][C:13]([F:16])([F:15])[F:14])[CH:3]=1. (4) Given the reactants [CH:1]([C:3]1[CH:4]=[CH:5][C:6]([C:9]2[C:17]3[C:16]([NH:18][CH2:19][CH2:20][CH2:21][CH2:22][CH2:23][C:24]([O:26][CH3:27])=[O:25])=[N:15][CH:14]=[N:13][C:12]=3[O:11][C:10]=2[C:28]2[CH:33]=[CH:32][CH:31]=[CH:30][CH:29]=2)=[N:7][CH:8]=1)=O.N12CCCN=C1CCCC[CH2:35]2, predict the reaction product. The product is: [C:28]1([C:10]2[O:11][C:12]3[N:13]=[CH:14][N:15]=[C:16]([NH:18][CH2:19][CH2:20][CH2:21][CH2:22][CH2:23][C:24]([O:26][CH3:27])=[O:25])[C:17]=3[C:9]=2[C:6]2[CH:5]=[CH:4][C:3]([CH:1]=[CH2:35])=[CH:8][N:7]=2)[CH:29]=[CH:30][CH:31]=[CH:32][CH:33]=1. (5) Given the reactants [CH3:1][C:2]1[CH:15]=[CH:14][CH:13]=[CH:12][C:3]=1[O:4][CH2:5][CH2:6][CH2:7][CH2:8][C:9]([OH:11])=[O:10].[CH3:16]C1C=CC=C(C)C=1O, predict the reaction product. The product is: [CH3:1][C:2]1[CH:15]=[CH:14][CH:13]=[C:12]([CH3:16])[C:3]=1[O:4][CH2:5][CH2:6][CH2:7][CH2:8][C:9]([OH:11])=[O:10]. (6) Given the reactants Cl.[CH:2]1([CH2:5][O:6][C:7]2[CH:12]=[C:11]([F:13])[C:10]([O:14][CH3:15])=[CH:9][C:8]=2[C:16]2[C:17]3[NH:24][C:23]([CH3:25])=[C:22]([C:26]([NH:28][CH:29]4[CH2:34][CH2:33][NH:32][CH2:31][CH2:30]4)=[O:27])[C:18]=3[N:19]=[CH:20][N:21]=2)[CH2:4][CH2:3]1.C([O:38][C@@H:39]([CH3:43])[C:40](Cl)=[O:41])(=O)C, predict the reaction product. The product is: [CH:2]1([CH2:5][O:6][C:7]2[CH:12]=[C:11]([F:13])[C:10]([O:14][CH3:15])=[CH:9][C:8]=2[C:16]2[C:17]3[NH:24][C:23]([CH3:25])=[C:22]([C:26]([NH:28][CH:29]4[CH2:30][CH2:31][N:32]([C:40](=[O:41])[C@@H:39]([OH:38])[CH3:43])[CH2:33][CH2:34]4)=[O:27])[C:18]=3[N:19]=[CH:20][N:21]=2)[CH2:4][CH2:3]1. (7) Given the reactants [CH:1]([N:4]1[C:8]([C:9]2[N:18]=[C:17]3[N:11]([CH2:12][CH2:13][O:14][C:15]4[CH:22]=[C:21](O)[N:20]=[CH:19][C:16]=43)[CH:10]=2)=[N:7][CH:6]=[N:5]1)([CH3:3])[CH3:2].[NH:24]1[CH2:31][CH2:30][CH2:29][C@H:25]1[C:26]([NH2:28])=[O:27].CO, predict the reaction product. The product is: [CH:1]([N:4]1[C:8]([C:9]2[N:18]=[C:17]3[C:16]4[CH:19]=[N:20][C:21]([N:24]5[CH2:31][CH2:30][CH2:29][C@H:25]5[C:26]([NH2:28])=[O:27])=[CH:22][C:15]=4[O:14][CH2:13][CH2:12][N:11]3[CH:10]=2)=[N:7][CH:6]=[N:5]1)([CH3:2])[CH3:3].